Predict the product of the given reaction. From a dataset of Forward reaction prediction with 1.9M reactions from USPTO patents (1976-2016). (1) Given the reactants C(Cl)(=O)C(Cl)=O.CS(C)=O.[Si:11]([O:18][CH2:19][CH:20]([OH:44])[CH2:21][N:22]1[CH:26]=[C:25]([C:27]2[CH:32]=[C:31]([CH3:33])[CH:30]=[C:29]([NH:34][C:35]3[N:40]=[C:39]([CH:41]([F:43])[F:42])[CH:38]=[CH:37][N:36]=3)[CH:28]=2)[CH:24]=[N:23]1)([C:14]([CH3:17])([CH3:16])[CH3:15])([CH3:13])[CH3:12].C(N(CC)CC)C, predict the reaction product. The product is: [Si:11]([O:18][CH2:19][C:20](=[O:44])[CH2:21][N:22]1[CH:26]=[C:25]([C:27]2[CH:32]=[C:31]([CH3:33])[CH:30]=[C:29]([NH:34][C:35]3[N:40]=[C:39]([CH:41]([F:42])[F:43])[CH:38]=[CH:37][N:36]=3)[CH:28]=2)[CH:24]=[N:23]1)([C:14]([CH3:15])([CH3:16])[CH3:17])([CH3:13])[CH3:12]. (2) Given the reactants C([Li])CCC.[N:6]1([C:11]2[CH:31]=[CH:30][C:14]([CH2:15][C:16]3[C:17]([O:28][CH3:29])=[N:18][C:19]4[C:24]([C:25]=3[Cl:26])=[CH:23][C:22](Br)=[CH:21][CH:20]=4)=[CH:13][CH:12]=2)[CH:10]=[CH:9][CH:8]=[N:7]1.[CH3:32][C:33]1[S:34][C:35]([C:39]([C:41]2[N:45]([CH3:46])[N:44]=[N:43][CH:42]=2)=[O:40])=[C:36]([CH3:38])[N:37]=1.O, predict the reaction product. The product is: [N:6]1([C:11]2[CH:31]=[CH:30][C:14]([CH2:15][C:16]3[C:17]([O:28][CH3:29])=[N:18][C:19]4[C:24]([C:25]=3[Cl:26])=[CH:23][C:22]([C:39]([C:35]3[S:34][C:33]([CH3:32])=[N:37][C:36]=3[CH3:38])([C:41]3[N:45]([CH3:46])[N:44]=[N:43][CH:42]=3)[OH:40])=[CH:21][CH:20]=4)=[CH:13][CH:12]=2)[CH:10]=[CH:9][CH:8]=[N:7]1. (3) Given the reactants [CH3:1][C:2]1([O:15][CH2:16][CH2:17]/[CH:18]=[CH:19]/[C:20](=[O:22])[CH3:21])[CH2:7][CH2:6][N:5]([C:8]([O:10][C:11]([CH3:14])([CH3:13])[CH3:12])=[O:9])[CH2:4][CH2:3]1, predict the reaction product. The product is: [CH3:1][C:2]1([O:15][CH2:16][CH2:17][CH2:18][CH2:19][C:20](=[O:22])[CH3:21])[CH2:7][CH2:6][N:5]([C:8]([O:10][C:11]([CH3:12])([CH3:13])[CH3:14])=[O:9])[CH2:4][CH2:3]1. (4) Given the reactants [F:1][C:2]1[CH:7]=[CH:6][C:5]([C:8]2[C:20]3[C:19]4[C:14](=[CH:15][CH:16]=[CH:17][CH:18]=4)[CH2:13][C:12]=3[C:11]([C:21]#[N:22])=[C:10]([N:23]3[CH2:28][CH2:27][CH2:26][CH2:25][CH2:24]3)[CH:9]=2)=[CH:4][CH:3]=1.[H-].[Na+].C1C[O:34]CC1, predict the reaction product. The product is: [F:1][C:2]1[CH:3]=[CH:4][C:5]([C:8]2[C:20]3[C:19]4[C:14](=[CH:15][CH:16]=[CH:17][CH:18]=4)[C:13](=[O:34])[C:12]=3[C:11]([C:21]#[N:22])=[C:10]([N:23]3[CH2:24][CH2:25][CH2:26][CH2:27][CH2:28]3)[CH:9]=2)=[CH:6][CH:7]=1. (5) Given the reactants [C:1]([C@H:3]1[CH2:8][CH2:7][C@H:6]2[C@H:9]3[C@H:19]([CH2:20][CH2:21][C@:4]12[CH3:5])[C@:17]1([CH3:18])[C:12](=[CH:13][C:14](=[O:22])[CH2:15][CH2:16]1)[CH2:11][CH2:10]3)#[N:2].ClC1C(=O)C(C#N)=C(C#N)C(=O)C=1Cl, predict the reaction product. The product is: [C:1]([C@H:3]1[CH2:8][CH2:7][C@H:6]2[C@H:9]3[C@H:19]([CH2:20][CH2:21][C@:4]12[CH3:5])[C@:17]1([CH3:18])[C:12](=[CH:13][C:14](=[O:22])[CH:15]=[CH:16]1)[CH2:11][CH2:10]3)#[N:2]. (6) Given the reactants [Cl:1][C:2]1[CH:7]=[CH:6][CH:5]=[CH:4][C:3]=1[N:8]1[C:16]2[C:15](=[O:17])[NH:14][CH:13]=[N:12][C:11]=2[C:10]([C:18]#[N:19])=[CH:9]1.[Cl:20]N1C(=O)CCC1=O.O, predict the reaction product. The product is: [Cl:20][C:9]1[N:8]([C:3]2[CH:4]=[CH:5][CH:6]=[CH:7][C:2]=2[Cl:1])[C:16]2[C:15](=[O:17])[NH:14][CH:13]=[N:12][C:11]=2[C:10]=1[C:18]#[N:19].